Dataset: Full USPTO retrosynthesis dataset with 1.9M reactions from patents (1976-2016). Task: Predict the reactants needed to synthesize the given product. (1) The reactants are: C[O:2][C:3]([CH:5]1[CH2:10][NH:9][C:8]2[CH:11]=[C:12]([CH2:15][C:16]3[CH:21]=[C:20]([C@H:22]4[C@H:27]([OH:28])[C@@H:26]([OH:29])[C@H:25]([OH:30])[C@@H:24]([CH2:31][OH:32])[O:23]4)[CH:19]=[CH:18][C:17]=3[Cl:33])[CH:13]=[CH:14][C:7]=2[O:6]1)=[O:4].[OH-].[Li+]. Given the product [Cl:33][C:17]1[CH:18]=[CH:19][C:20]([C@H:22]2[C@H:27]([OH:28])[C@@H:26]([OH:29])[C@H:25]([OH:30])[C@@H:24]([CH2:31][OH:32])[O:23]2)=[CH:21][C:16]=1[CH2:15][C:12]1[CH:13]=[CH:14][C:7]2[O:6][CH:5]([C:3]([OH:4])=[O:2])[CH2:10][NH:9][C:8]=2[CH:11]=1, predict the reactants needed to synthesize it. (2) Given the product [F:6][C:7]([C:17]([F:18])([F:19])[F:20])([C:13]([F:14])([F:15])[F:16])[CH2:8][CH:9]=[CH2:10], predict the reactants needed to synthesize it. The reactants are: O=P(Cl)(Cl)Cl.[F:6][C:7]([C:17]([F:20])([F:19])[F:18])([C:13]([F:16])([F:15])[F:14])[CH2:8][CH:9](I)[CH2:10]O. (3) Given the product [CH2:26]([O:25][C:23](=[O:24])[CH2:22][CH2:21][CH2:20][CH2:19][CH2:18][N:5]1[C:4]2[CH2:3][N:2]([CH3:1])[CH2:14][CH2:13][C:12]=2[C:11]2[C:6]1=[CH:7][CH:8]=[CH:9][CH:10]=2)[CH3:27], predict the reactants needed to synthesize it. The reactants are: [CH3:1][N:2]1[CH2:14][CH2:13][C:12]2[C:11]3[C:6](=[CH:7][CH:8]=[CH:9][CH:10]=3)[NH:5][C:4]=2[CH2:3]1.[H-].[Na+].Br[CH2:18][CH2:19][CH2:20][CH2:21][CH2:22][C:23]([O:25][CH2:26][CH3:27])=[O:24].